The task is: Predict the product of the given reaction.. This data is from Forward reaction prediction with 1.9M reactions from USPTO patents (1976-2016). (1) The product is: [C:1]1([S:7]([C:10]2[CH:11]=[C:12]3[C:17](=[CH:18][CH:19]=2)[C:16]([CH2:20][NH:21][C:23]([NH2:24])=[O:22])=[CH:15][CH:14]=[CH:13]3)(=[O:9])=[O:8])[CH:2]=[CH:3][CH:4]=[CH:5][CH:6]=1. Given the reactants [C:1]1([S:7]([C:10]2[CH:11]=[C:12]3[C:17](=[CH:18][CH:19]=2)[C:16]([CH2:20][NH2:21])=[CH:15][CH:14]=[CH:13]3)(=[O:9])=[O:8])[CH:6]=[CH:5][CH:4]=[CH:3][CH:2]=1.[O-:22][C:23]#[N:24].[K+], predict the reaction product. (2) Given the reactants [NH2:1][C:2]1[O:6][CH:5]([C:7]2[CH:12]=[CH:11][C:10]([Cl:13])=[CH:9][C:8]=2[Cl:14])[C:4](=[O:15])[C:3]=1[OH:16].C(N(CC)CC)C.[C:24]1([CH2:30][S:31](Cl)(=[O:33])=[O:32])[CH:29]=[CH:28][CH:27]=[CH:26][CH:25]=1.[Cl-].[NH4+], predict the reaction product. The product is: [Cl:14][C:8]1[CH:9]=[C:10]([Cl:13])[CH:11]=[CH:12][C:7]=1[CH:5]1[C:4](=[O:15])[C:3]([O:16][S:31]([CH2:30][C:24]2[CH:29]=[CH:28][CH:27]=[CH:26][CH:25]=2)(=[O:33])=[O:32])=[C:2]([NH2:1])[O:6]1. (3) Given the reactants N([O-])=O.[Na+].N[C:6]1[C:7]([Cl:15])=[CH:8][C:9]([Cl:14])=[C:10]([O:12][CH3:13])[CH:11]=1.[BrH:16].C(O)(=O)C.[OH-].[Na+], predict the reaction product. The product is: [Br:16][C:6]1[C:7]([Cl:15])=[CH:8][C:9]([Cl:14])=[C:10]([O:12][CH3:13])[CH:11]=1.